Dataset: Reaction yield outcomes from USPTO patents with 853,638 reactions. Task: Predict the reaction yield, written as a fraction of the theoretical maximum amount of product (1.0 means a 100% yield; for example, 0.34 means a 34% yield). (1) The yield is 0.550. The catalyst is C(#N)C. The product is [CH3:13][C:8]1[CH:7]=[C:6]([C:4]2[N:20]=[C:21]([NH2:23])[S:22][C:3]=2[C:14]2[CH:19]=[CH:18][N:17]=[CH:16][CH:15]=2)[CH:11]=[C:10]([CH3:12])[CH:9]=1. The reactants are Br.Br[CH:3]([C:14]1[CH:19]=[CH:18][N:17]=[CH:16][CH:15]=1)[C:4]([C:6]1[CH:11]=[C:10]([CH3:12])[CH:9]=[C:8]([CH3:13])[CH:7]=1)=O.[NH2:20][C:21]([NH2:23])=[S:22].C(N(CC)CC)C. (2) The catalyst is C(#N)C.[Pd](Cl)Cl.C1(P(C2C=CC=CC=2)C2C=CC=CC=2)C=CC=CC=1.C1(P(C2C=CC=CC=2)C2C=CC=CC=2)C=CC=CC=1. The product is [CH:34]1([C:32]([N:29]2[CH2:30][CH2:31][C@@H:27]([CH2:26][N:25]3[C:24](=[O:37])[C:21]4([CH2:22][CH2:23]4)[N:20]=[C:19]3[C:16]3[CH:15]=[CH:14][C:13]([C:10]4[CH:11]=[CH:12][C:7]([C:44]5[CH:43]=[N:42][N:41]([CH3:40])[CH:45]=5)=[CH:8][CH:9]=4)=[CH:18][CH:17]=3)[CH2:28]2)=[O:33])[CH2:36][CH2:35]1. The yield is 0.600. The reactants are FC(F)(F)S(O[C:7]1[CH:12]=[CH:11][C:10]([C:13]2[CH:18]=[CH:17][C:16]([C:19]3[N:25]([CH2:26][C@@H:27]4[CH2:31][CH2:30][N:29]([C:32]([CH:34]5[CH2:36][CH2:35]5)=[O:33])[CH2:28]4)[C:24](=[O:37])[C:21]4([CH2:23][CH2:22]4)[N:20]=3)=[CH:15][CH:14]=2)=[CH:9][CH:8]=1)(=O)=O.[CH3:40][N:41]1[CH:45]=[C:44](B2OC(C)(C)C(C)(C)O2)[CH:43]=[N:42]1.C([O-])([O-])=O.[Na+].[Na+]. (3) The reactants are CC1C=CC(S(O[CH2:12][C@@H:13]2[CH2:17][CH2:16][CH2:15][N:14]2[S:18]([C:21]2[CH:26]=[CH:25][C:24]([CH3:27])=[CH:23][CH:22]=2)(=[O:20])=[O:19])(=O)=O)=CC=1.[CH3:28][N:29]1[CH2:34][CH2:33][NH:32][CH2:31][CH2:30]1.C1CCN2C(=NCCC2)CC1. The catalyst is C1(C)C=CC=CC=1.CCOCC. The product is [CH3:28][N:29]1[CH2:34][CH2:33][N:32]([CH2:12][C@@H:13]2[CH2:17][CH2:16][CH2:15][N:14]2[S:18]([C:21]2[CH:22]=[CH:23][C:24]([CH3:27])=[CH:25][CH:26]=2)(=[O:19])=[O:20])[CH2:31][CH2:30]1. The yield is 0.550.